Dataset: Catalyst prediction with 721,799 reactions and 888 catalyst types from USPTO. Task: Predict which catalyst facilitates the given reaction. (1) Reactant: [N:1]1[C:10]2[C:5](=[CH:6][CH:7]=[CH:8][CH:9]=2)[CH:4]=[C:3]([CH2:11]O)[CH:2]=1.O=S(Cl)[Cl:15]. Product: [Cl-:15].[Cl:15][CH2:11][C:3]1[CH:2]=[NH+:1][C:10]2[C:5]([CH:4]=1)=[CH:6][CH:7]=[CH:8][CH:9]=2. The catalyst class is: 2. (2) Reactant: [C:1](Cl)(=O)[C:2]([Cl:4])=[O:3].[Br:7][C:8]1[N:13]=C(C(O)=O)[CH:11]=[CH:10][CH:9]=1. Product: [Br:7][C:8]1[N:13]=[C:1]([C:2]([Cl:4])=[O:3])[CH:11]=[CH:10][CH:9]=1. The catalyst class is: 85. (3) Reactant: [Cl:1][C:2]1[CH:7]=[CH:6][CH:5]=[CH:4][C:3]=1[N+:8]([O-:10])=[O:9].[CH2:11](I)[CH3:12].C(=O)([O-])[O-:15].[K+].[K+]. Product: [Cl:1][C:2]1[CH:7]=[CH:6][C:5]([O:15][CH2:11][CH3:12])=[CH:4][C:3]=1[N+:8]([O-:10])=[O:9]. The catalyst class is: 21. (4) Reactant: [Cl:1][C:2]1[CH:3]=[CH:4][C:5]([NH:8][C:9]([C:11]2[CH:16]=[C:15]([Cl:17])[CH:14]=[C:13](Cl)[C:12]=2[N+:19]([O-:21])=[O:20])=[O:10])=[N:6][CH:7]=1.[NH:22]1[CH2:27][CH2:26][O:25][CH2:24][CH2:23]1.CCN(C(C)C)C(C)C. Product: [Cl:1][C:2]1[CH:3]=[CH:4][C:5]([NH:8][C:9]([C:11]2[CH:16]=[C:15]([Cl:17])[CH:14]=[C:13]([N:22]3[CH2:27][CH2:26][O:25][CH2:24][CH2:23]3)[C:12]=2[N+:19]([O-:21])=[O:20])=[O:10])=[N:6][CH:7]=1. The catalyst class is: 148.